Dataset: In vitro SARS-CoV-2 activity screen of 1,480 approved drugs from Prestwick library. Task: Binary Classification. Given a drug SMILES string, predict its activity (active/inactive) in a high-throughput screening assay against a specified biological target. (1) The molecule is NCC[C@H](O)C(=O)N[C@@H]1C[C@H](N)[C@@H](O[C@H]2O[C@H](CN)[C@@H](O)[C@H](O)[C@H]2O)[C@H](O)[C@H]1O[C@H]1O[C@H](CO)[C@@H](O)[C@H](N)[C@H]1O.O. The result is 0 (inactive). (2) The molecule is O=P([O-])(O)C(Cl)(Cl)P(=O)([O-])O.[Na+].[Na+]. The result is 0 (inactive). (3) The compound is O=C1[C@H](CC[C@H](O)c2ccc(F)cc2)[C@@H](c2ccc(O)cc2)N1c1ccc(F)cc1. The result is 0 (inactive). (4) The drug is COc1cc(N)c(Cl)cc1C(=O)NC1CCN(Cc2ccccc2)CC1.O=C(O)/C=C\C(=O)O. The result is 1 (active). (5) The molecule is CCCCC[C@H](O)/C=C/[C@H]1[C@H](O)C[C@H](O)[C@@H]1C/C=C\CCCC(=O)O.NC(CO)(CO)CO. The result is 0 (inactive). (6) The result is 0 (inactive). The molecule is Cc1cc2cc3c(C)cc(=O)oc3c(C)c2o1. (7) The molecule is Cc1cc(C(=O)NNCc2ccccc2)no1. The result is 0 (inactive).